Dataset: Forward reaction prediction with 1.9M reactions from USPTO patents (1976-2016). Task: Predict the product of the given reaction. (1) Given the reactants [Br:1][C:2]1[C:11]2[CH:10]=[N:9][CH:8]=[CH:7][C:6]=2[C:5]([NH2:12])=[CH:4][CH:3]=1.C1(C)C=CC=CC=1.[Cl:20][C:21]1[CH:26]=[C:25]([Cl:27])[CH:24]=[CH:23][C:22]=1[CH2:28][N:29]=[C:30]=[O:31], predict the reaction product. The product is: [Br:1][C:2]1[CH:3]=[CH:4][C:5]([NH:12][C:30]([NH:29][CH2:28][C:22]2[CH:23]=[CH:24][C:25]([Cl:27])=[CH:26][C:21]=2[Cl:20])=[O:31])=[C:6]2[C:11]=1[CH:10]=[N:9][CH:8]=[CH:7]2. (2) Given the reactants [CH2:1]([O:8][C:9]1[CH:18]=[CH:17][CH:16]=[C:15]2[C:10]=1[CH2:11][CH2:12][CH2:13][CH:14]2[C:19](O)=[O:20])[C:2]1[CH:7]=[CH:6][CH:5]=[CH:4][CH:3]=1.[CH:22]([C:25]1[CH:30]=[CH:29][C:28]([NH:31][CH2:32][C:33]2[CH:42]=[CH:41][C:36]([C:37]([O:39][CH3:40])=[O:38])=[CH:35][CH:34]=2)=[CH:27][CH:26]=1)([CH3:24])[CH3:23], predict the reaction product. The product is: [CH2:1]([O:8][C:9]1[CH:18]=[CH:17][CH:16]=[C:15]2[C:10]=1[CH2:11][CH2:12][CH2:13][CH:14]2[C:19]([N:31]([CH2:32][C:33]1[CH:34]=[CH:35][C:36]([C:37]([O:39][CH3:40])=[O:38])=[CH:41][CH:42]=1)[C:28]1[CH:27]=[CH:26][C:25]([CH:22]([CH3:24])[CH3:23])=[CH:30][CH:29]=1)=[O:20])[C:2]1[CH:3]=[CH:4][CH:5]=[CH:6][CH:7]=1. (3) Given the reactants [Cl:1][C:2]1[N:11]=[C:10](Cl)[C:9]2[C:4](=[CH:5][CH:6]=[CH:7][CH:8]=2)[N:3]=1.[C:13]1([CH:19]([C:22]2[CH:27]=[CH:26][CH:25]=[CH:24][CH:23]=2)[CH2:20][NH2:21])[CH:18]=[CH:17][CH:16]=[CH:15][CH:14]=1.C(N(CC)CC)C, predict the reaction product. The product is: [Cl:1][C:2]1[N:11]=[C:10]([NH:21][CH2:20][CH:19]([C:13]2[CH:18]=[CH:17][CH:16]=[CH:15][CH:14]=2)[C:22]2[CH:27]=[CH:26][CH:25]=[CH:24][CH:23]=2)[C:9]2[C:4](=[CH:5][CH:6]=[CH:7][CH:8]=2)[N:3]=1. (4) Given the reactants C(OC([N:8]([C:34]1[CH:39]=[CH:38][C:37]([O:40][CH2:41][CH3:42])=[CH:36][CH:35]=1)[C:9]1[N:20]2[C:16](=[CH:17][CH:18]=[N:19]2)[N:15]=[C:14]2[C:10]=1[CH2:11][CH2:12][N:13]2[C@H:21]1[CH2:26][CH2:25][CH2:24][N:23](C(OC(C)(C)C)=O)[CH2:22]1)=O)(C)(C)C.FC(F)(F)C(O)=O.C(=O)([O-])O.[Na+], predict the reaction product. The product is: [CH2:41]([O:40][C:37]1[CH:36]=[CH:35][C:34]([NH:8][C:9]2[N:20]3[C:16](=[CH:17][CH:18]=[N:19]3)[N:15]=[C:14]3[C:10]=2[CH2:11][CH2:12][N:13]3[C@H:21]2[CH2:26][CH2:25][CH2:24][NH:23][CH2:22]2)=[CH:39][CH:38]=1)[CH3:42]. (5) Given the reactants [NH:1]1[CH:5]=[C:4]([C:6]2[CH:22]=[CH:21][C:9]3[C:10]4[N:11]=[C:12]([C:18]([OH:20])=O)[S:13][C:14]=4[CH2:15][CH2:16][O:17][C:8]=3[CH:7]=2)[CH:3]=[N:2]1.[F:23][C:24]1[CH:29]=[C:28]([F:30])[CH:27]=[CH:26][C:25]=1[CH:31]1[CH2:36][CH2:35][NH:34][CH2:33][CH2:32]1, predict the reaction product. The product is: [F:23][C:24]1[CH:29]=[C:28]([F:30])[CH:27]=[CH:26][C:25]=1[CH:31]1[CH2:32][CH2:33][N:34]([C:18]([C:12]2[S:13][C:14]3[CH2:15][CH2:16][O:17][C:8]4[CH:7]=[C:6]([C:4]5[CH:5]=[N:1][NH:2][CH:3]=5)[CH:22]=[CH:21][C:9]=4[C:10]=3[N:11]=2)=[O:20])[CH2:35][CH2:36]1. (6) Given the reactants [CH:1]([N:4]1[CH2:9][CH2:8][N:7]([C:10]([C:12]2[CH:13]=[C:14]3[C:18](=[CH:19][CH:20]=2)[NH:17][C:16]([C:21]([OH:23])=O)=[CH:15]3)=[O:11])[CH2:6][CH2:5]1)([CH3:3])[CH3:2].C1(N2CCN(C(C3C=C4C(=CC=3)NC(C(N3CCS(=O)(=O)CC3)=O)=C4)=O)CC2)CCCC1.F[B-](F)(F)F.N1(OC(N(C)C)=[N+](C)C)C2C=CC=CC=2N=N1.[O:78]1[C:82]2([CH2:87][CH2:86][NH:85][CH2:84][CH2:83]2)[O:81][CH2:80][CH2:79]1.C(N(CC)C(C)C)(C)C, predict the reaction product. The product is: [O:78]1[C:82]2([CH2:87][CH2:86][N:85]([C:21]([C:16]3[NH:17][C:18]4[C:14]([CH:15]=3)=[CH:13][C:12]([C:10]([N:7]3[CH2:8][CH2:9][N:4]([CH:1]([CH3:2])[CH3:3])[CH2:5][CH2:6]3)=[O:11])=[CH:20][CH:19]=4)=[O:23])[CH2:84][CH2:83]2)[O:81][CH2:80][CH2:79]1. (7) Given the reactants C([O:5][C:6]([CH2:8][CH:9]([NH:24][C:25]([CH:27]1[N:31]2[C:32](=[O:51])[CH:33]([NH:38][C:39]([C:41]3[CH:50]=[CH:49][C:48]4[C:43](=[CH:44][CH:45]=[CH:46][CH:47]=4)[CH:42]=3)=[O:40])[CH2:34][CH:35]=[CH:36][CH2:37][CH:30]2[CH2:29][CH2:28]1)=[O:26])[C:10](=[O:23])[CH2:11][O:12][C:13](=[O:22])[C:14]1[C:19]([CH3:20])=[CH:18][CH:17]=[CH:16][C:15]=1[CH3:21])=[O:7])(C)(C)C.FC(F)(F)C(O)=O, predict the reaction product. The product is: [C:6]([CH2:8][CH:9]([NH:24][C:25]([CH:27]1[N:31]2[C:32](=[O:51])[CH:33]([NH:38][C:39]([C:41]3[CH:50]=[CH:49][C:48]4[C:43](=[CH:44][CH:45]=[CH:46][CH:47]=4)[CH:42]=3)=[O:40])[CH2:34][CH:35]=[CH:36][CH2:37][CH:30]2[CH2:29][CH2:28]1)=[O:26])[C:10](=[O:23])[CH2:11][O:12][C:13](=[O:22])[C:14]1[C:15]([CH3:21])=[CH:16][CH:17]=[CH:18][C:19]=1[CH3:20])([OH:7])=[O:5].